From a dataset of Forward reaction prediction with 1.9M reactions from USPTO patents (1976-2016). Predict the product of the given reaction. (1) Given the reactants [C:1]([Si:5]([CH3:30])([CH3:29])[O:6][C:7]1[CH:12]=[CH:11][C:10]([C:13]2[C:17]([C:18]3[CH:23]=[CH:22][CH:21]=[CH:20][CH:19]=3)=[C:16]([C:24]3([CH2:27][OH:28])[CH2:26][CH2:25]3)[O:15][N:14]=2)=[CH:9][CH:8]=1)([CH3:4])([CH3:3])[CH3:2].N1C=CC=CC=1.[CH3:37][S:38](Cl)(=[O:40])=[O:39], predict the reaction product. The product is: [C:1]([Si:5]([CH3:30])([CH3:29])[O:6][C:7]1[CH:8]=[CH:9][C:10]([C:13]2[C:17]([C:18]3[CH:23]=[CH:22][CH:21]=[CH:20][CH:19]=3)=[C:16]([C:24]3([CH2:27][O:28][S:38]([CH3:37])(=[O:40])=[O:39])[CH2:26][CH2:25]3)[O:15][N:14]=2)=[CH:11][CH:12]=1)([CH3:4])([CH3:3])[CH3:2]. (2) Given the reactants [OH:1][CH2:2][C:3]1[O:4][C:5]2[CH:11]=[CH:10][C:9]([CH:12]=O)=[CH:8][C:6]=2[CH:7]=1.[NH2:14][C:15]1[CH:23]=[C:22]([O:24][CH3:25])[CH:21]=[C:20]([O:26][CH3:27])[C:16]=1[C:17]([NH2:19])=[O:18].S([O-])(O)=O.[Na+].C1(C)C=CC(S(O)(=O)=O)=CC=1, predict the reaction product. The product is: [OH:1][CH2:2][C:3]1[O:4][C:5]2[CH:11]=[CH:10][C:9]([C:12]3[NH:19][C:17](=[O:18])[C:16]4[C:15](=[CH:23][C:22]([O:24][CH3:25])=[CH:21][C:20]=4[O:26][CH3:27])[N:14]=3)=[CH:8][C:6]=2[CH:7]=1. (3) Given the reactants [Br:1][C:2]1[C:13](=[O:14])[N:12]([CH2:15][C:16]2[C:21]([F:22])=[CH:20][CH:19]=[CH:18][C:17]=2[CH:23]2[CH2:25][CH2:24]2)[C:5]2[N:6]=[C:7]([S:10][CH3:11])[N:8]=[CH:9][C:4]=2[CH:3]=1.ClC1C=CC=C(C(OO)=[O:34])C=1, predict the reaction product. The product is: [Br:1][C:2]1[C:13](=[O:14])[N:12]([CH2:15][C:16]2[C:21]([F:22])=[CH:20][CH:19]=[CH:18][C:17]=2[CH:23]2[CH2:25][CH2:24]2)[C:5]2[N:6]=[C:7]([S:10]([CH3:11])=[O:34])[N:8]=[CH:9][C:4]=2[CH:3]=1. (4) Given the reactants Cl[C:2]1N=C2C(N=CN2C2CC(N3C=C(CC)N=N3)C(O)C2O)=C(NCC(C2C=CC=CC=2)C2C=CC=CC=2)[N:3]=1.[F:40][C:41]([F:46])([F:45])[C:42]([OH:44])=[O:43].[C:47]1([CH:53]([C:88]2[CH:93]=[CH:92][CH:91]=[CH:90][CH:89]=2)[CH2:54][NH:55][C:56]2[N:64]=[C:63](NCCN3CCCCC3)[N:62]=[C:61]3[C:57]=2[N:58]=[CH:59][N:60]3[C@@H:74]2[CH2:78][C@H:77]([N:79]3C=[C:82]([CH2:84]O)[CH:81]=[N:80]3)[C@@H:76]([OH:86])[C@H:75]2[OH:87])[CH:52]=[CH:51][CH:50]=[CH:49][CH:48]=1.[CH3:94][N:95]([CH3:101])[C@@H:96]1[CH2:100][CH2:99][NH:98][CH2:97]1, predict the reaction product. The product is: [F:40][C:41]([F:46])([F:45])[C:42]([OH:44])=[O:43].[CH3:94][N:95]([CH3:101])[C@@H:96]1[CH2:100][CH2:99][N:98]([C:63]2[N:62]=[C:61]3[C:57]([N:58]=[CH:59][N:60]3[C@@H:74]3[CH2:78][C@H:77]([N:79]4[N:80]=[C:81]([CH2:82][CH3:84])[CH:2]=[N:3]4)[C@@H:76]([OH:86])[C@H:75]3[OH:87])=[C:56]([NH:55][CH2:54][CH:53]([C:47]3[CH:48]=[CH:49][CH:50]=[CH:51][CH:52]=3)[C:88]3[CH:89]=[CH:90][CH:91]=[CH:92][CH:93]=3)[N:64]=2)[CH2:97]1.